Dataset: Catalyst prediction with 721,799 reactions and 888 catalyst types from USPTO. Task: Predict which catalyst facilitates the given reaction. (1) Reactant: [CH2:1]([C:5]1[CH:10]=[CH:9][C:8]([C:11]#[C:12][C:13]2[CH:26]=[CH:25][C:16]([CH2:17][NH:18][CH2:19][CH2:20][CH2:21][CH2:22][CH2:23][CH3:24])=[CH:15][CH:14]=2)=[CH:7][CH:6]=1)[CH2:2][CH2:3][CH3:4].[CH3:27][C:28]1([CH3:42])[O:33][C:32]2[CH:34]=[CH:35][C:36]([C:38]([OH:40])=O)=[CH:37][C:31]=2[C:30](=[O:41])[O:29]1.CCN=C=NCCCN(C)C.Cl.C1C=CC2N(O)N=NC=2C=1.CCN(C(C)C)C(C)C. Product: [CH2:1]([C:5]1[CH:10]=[CH:9][C:8]([C:11]#[C:12][C:13]2[CH:26]=[CH:25][C:16]([CH2:17][N:18]([CH2:19][CH2:20][CH2:21][CH2:22][CH2:23][CH3:24])[C:38]([C:36]3[CH:35]=[CH:34][C:32]4[O:33][C:28]([CH3:27])([CH3:42])[O:29][C:30](=[O:41])[C:31]=4[CH:37]=3)=[O:40])=[CH:15][CH:14]=2)=[CH:7][CH:6]=1)[CH2:2][CH2:3][CH3:4]. The catalyst class is: 2. (2) Reactant: [Cl:1][C:2]1[CH:10]=[CH:9][CH:8]=[C:7]([N+:11]([O-:13])=[O:12])[C:3]=1[C:4]([OH:6])=O.C(Cl)(=O)C(Cl)=O.C(N(CC)CC)C.[F:27][C:28]([F:39])([F:38])[CH2:29][O:30][C:31]1[CH:32]=[C:33]([CH:35]=[CH:36][CH:37]=1)[NH2:34].Cl. Product: [Cl:1][C:2]1[CH:10]=[CH:9][CH:8]=[C:7]([N+:11]([O-:13])=[O:12])[C:3]=1[C:4]([NH:34][C:33]1[CH:35]=[CH:36][CH:37]=[C:31]([O:30][CH2:29][C:28]([F:27])([F:38])[F:39])[CH:32]=1)=[O:6]. The catalyst class is: 59. (3) Reactant: [NH2:1][CH2:2][CH2:3][CH2:4][CH2:5][OH:6].[CH3:7][C:8]([O:11][C:12](O[C:12]([O:11][C:8]([CH3:10])([CH3:9])[CH3:7])=[O:13])=[O:13])([CH3:10])[CH3:9]. Product: [OH:6][CH2:5][CH2:4][CH2:3][CH2:2][NH:1][C:12](=[O:13])[O:11][C:8]([CH3:10])([CH3:9])[CH3:7]. The catalyst class is: 34. (4) Reactant: Cl[C:2]1[CH:7]=[C:6]([C:8]#[N:9])[N:5]=[C:4]([CH2:10][CH2:11][C:12]([O:14][C:15]([CH3:18])([CH3:17])[CH3:16])=[O:13])[CH:3]=1.[CH3:19][S-:20].[Na+]. Product: [C:8]([C:6]1[N:5]=[C:4]([CH2:10][CH2:11][C:12]([O:14][C:15]([CH3:18])([CH3:17])[CH3:16])=[O:13])[CH:3]=[C:2]([S:20][CH3:19])[CH:7]=1)#[N:9]. The catalyst class is: 1. (5) Reactant: [F-].C([N+](CCCC)(CCCC)CCCC)CCC.[C:19]([O:23][C:24]([N:26]1[CH2:31][CH2:30][CH:29]([CH:32]2[CH2:36][C:35]3[CH:37]=[C:38]([C:41]4[O:45][C:44]([Si](C(C)C)(C(C)C)C(C)C)=[N:43][CH:42]=4)[CH:39]=[CH:40][C:34]=3[O:33]2)[CH2:28][CH2:27]1)=[O:25])([CH3:22])([CH3:21])[CH3:20]. Product: [C:19]([O:23][C:24]([N:26]1[CH2:31][CH2:30][CH:29]([CH:32]2[CH2:36][C:35]3[CH:37]=[C:38]([C:41]4[O:45][CH:44]=[N:43][CH:42]=4)[CH:39]=[CH:40][C:34]=3[O:33]2)[CH2:28][CH2:27]1)=[O:25])([CH3:22])([CH3:20])[CH3:21]. The catalyst class is: 7. (6) Reactant: C(O[C:4](=[O:35])[C:5]([O:10][CH2:11][C:12]([C:27]1[C:32]([F:33])=[CH:31][N:30]=[C:29]([Br:34])[CH:28]=1)([NH:14][S:15]([C:18]1[CH:23]=[CH:22][CH:21]=[CH:20][C:19]=1[N+:24]([O-:26])=[O:25])(=[O:17])=[O:16])[CH3:13])([CH2:8][F:9])[CH2:6][F:7])C.[NH3:36].N.CO. Product: [Br:34][C:29]1[CH:28]=[C:27]([C:12]([NH:14][S:15]([C:18]2[CH:23]=[CH:22][CH:21]=[CH:20][C:19]=2[N+:24]([O-:26])=[O:25])(=[O:16])=[O:17])([CH3:13])[CH2:11][O:10][C:5]([CH2:6][F:7])([CH2:8][F:9])[C:4]([NH2:36])=[O:35])[C:32]([F:33])=[CH:31][N:30]=1. The catalyst class is: 5.